Predict the reactants needed to synthesize the given product. From a dataset of Full USPTO retrosynthesis dataset with 1.9M reactions from patents (1976-2016). (1) Given the product [C:29]([C:28]1[C:23]([C:20]2[CH:19]=[CH:18][C:17]([C:16]([NH:15][C:10]3[CH:11]=[CH:12][CH:13]=[CH:14][C:9]=3[NH:8][C:6](=[O:7])[O:5][C:1]([CH3:2])([CH3:3])[CH3:4])=[O:33])=[CH:22][CH:21]=2)=[N:24][CH:25]=[C:26]([CH2:31][N:45]2[CH2:44][CH2:43][N:42]([CH2:41][C:39](=[O:40])[N:34]3[CH2:35][CH2:36][CH2:37][CH2:38]3)[CH2:47][CH2:46]2)[CH:27]=1)#[N:30], predict the reactants needed to synthesize it. The reactants are: [C:1]([O:5][C:6]([NH:8][C:9]1[CH:14]=[CH:13][CH:12]=[CH:11][C:10]=1[NH:15][C:16](=[O:33])[C:17]1[CH:22]=[CH:21][C:20]([C:23]2[C:28]([C:29]#[N:30])=[CH:27][C:26]([CH:31]=O)=[CH:25][N:24]=2)=[CH:19][CH:18]=1)=[O:7])([CH3:4])([CH3:3])[CH3:2].[N:34]1([C:39]([CH2:41][N:42]2[CH2:47][CH2:46][NH:45][CH2:44][CH2:43]2)=[O:40])[CH2:38][CH2:37][CH2:36][CH2:35]1.C(O[BH-](OC(=O)C)OC(=O)C)(=O)C.[Na+]. (2) Given the product [F:19][C:20]([F:31])([F:30])[C:21]1[CH:26]=[CH:25][C:24]([C:2]2[CH:7]=[CH:6][C:5]([O:8][C:9](=[O:18])[N:10]([CH3:17])[C:11]3[CH:16]=[CH:15][CH:14]=[CH:13][CH:12]=3)=[CH:4][CH:3]=2)=[CH:23][CH:22]=1, predict the reactants needed to synthesize it. The reactants are: I[C:2]1[CH:7]=[CH:6][C:5]([O:8][C:9](=[O:18])[N:10]([CH3:17])[C:11]2[CH:16]=[CH:15][CH:14]=[CH:13][CH:12]=2)=[CH:4][CH:3]=1.[F:19][C:20]([F:31])([F:30])[C:21]1[CH:26]=[CH:25][C:24](B(O)O)=[CH:23][CH:22]=1. (3) Given the product [C:6]([O:10][C:11]([NH:13][CH2:14][C:15]1[CH:20]=[CH:19][C:18]([N:21]2[C:27]3[CH:28]=[CH:29][CH:30]=[CH:31][C:26]=3[N:25]([CH2:32][C:33]3[CH:34]=[CH:35][C:36]([NH:39][S:40]([CH3:43])(=[O:41])=[O:42])=[CH:37][CH:38]=3)[C:24](=[O:44])[CH:23]([CH2:45][C:46]([OH:48])=[O:47])[C:22]2=[O:50])=[CH:17][CH:16]=1)=[O:12])([CH3:9])([CH3:7])[CH3:8], predict the reactants needed to synthesize it. The reactants are: O1CCCC1.[C:6]([O:10][C:11]([NH:13][CH2:14][C:15]1[CH:20]=[CH:19][C:18]([N:21]2[C:27]3[CH:28]=[CH:29][CH:30]=[CH:31][C:26]=3[N:25]([CH2:32][C:33]3[CH:38]=[CH:37][C:36]([NH:39][S:40]([CH3:43])(=[O:42])=[O:41])=[CH:35][CH:34]=3)[C:24](=[O:44])[CH:23]([CH2:45][C:46]([O:48]C)=[O:47])[C:22]2=[O:50])=[CH:17][CH:16]=1)=[O:12])([CH3:9])([CH3:8])[CH3:7].[OH-].[Na+].S([O-])(O)(=O)=O.[K+]. (4) The reactants are: [Cl:1][C:2]1[N:7]=[C:6]([Cl:8])[N:5]=[C:4](Cl)[N:3]=1.[CH3:10][C:11]1[CH:16]=[CH:15][CH:14]=[C:13]([CH3:17])[C:12]=1[OH:18]. Given the product [Cl:1][C:2]1[N:7]=[C:6]([Cl:8])[N:5]=[C:4]([O:18][C:12]2[C:13]([CH3:17])=[CH:14][CH:15]=[CH:16][C:11]=2[CH3:10])[N:3]=1, predict the reactants needed to synthesize it. (5) Given the product [C:19]([O:23][C:24](=[O:36])[CH2:25][CH2:26][N:27]([CH:31]1[CH2:35][CH2:34][CH2:33][CH2:32]1)[C:28]1[S:29][CH:2]=[C:3]([C:5]2[CH:10]=[CH:9][C:8]([O:11][C@H:12]3[CH2:17][CH2:16][C@H:15]([CH3:18])[CH2:14][CH2:13]3)=[CH:7][CH:6]=2)[N:30]=1)([CH3:22])([CH3:20])[CH3:21], predict the reactants needed to synthesize it. The reactants are: Br[CH2:2][C:3]([C:5]1[CH:10]=[CH:9][C:8]([O:11][C@H:12]2[CH2:17][CH2:16][C@H:15]([CH3:18])[CH2:14][CH2:13]2)=[CH:7][CH:6]=1)=O.[C:19]([O:23][C:24](=[O:36])[CH2:25][CH2:26][N:27]([CH:31]1[CH2:35][CH2:34][CH2:33][CH2:32]1)[C:28]([NH2:30])=[S:29])([CH3:22])([CH3:21])[CH3:20]. (6) Given the product [F:1][C:2]1[CH:3]=[C:4]([C:30](=[N:34][OH:35])[CH3:31])[CH:5]=[CH:6][C:7]=1[N:8]1[CH2:13][CH2:12][N:11]([C:14](=[O:29])[C:15]2[CH:20]=[C:19]([S:21]([CH3:24])(=[O:22])=[O:23])[CH:18]=[CH:17][C:16]=2[O:25][CH:26]([CH3:27])[CH3:28])[CH2:10][CH2:9]1, predict the reactants needed to synthesize it. The reactants are: [F:1][C:2]1[CH:3]=[C:4]([C:30](=O)[CH3:31])[CH:5]=[CH:6][C:7]=1[N:8]1[CH2:13][CH2:12][N:11]([C:14](=[O:29])[C:15]2[CH:20]=[C:19]([S:21]([CH3:24])(=[O:23])=[O:22])[CH:18]=[CH:17][C:16]=2[O:25][CH:26]([CH3:28])[CH3:27])[CH2:10][CH2:9]1.Cl.[NH2:34][OH:35].C([O-])(=O)C.[Na+]. (7) Given the product [Cl:1][C:2]1[CH:7]=[CH:6][C:5]([Cl:8])=[CH:4][C:3]=1[CH:9]1[C:17]2[C:12](=[CH:13][CH:14]=[C:15]([C:18]3[CH:19]=[C:20]([CH:24]=[CH:25][CH:26]=3)[C:21]([NH:33][CH2:32][CH:28]3[CH2:29][CH2:30][CH2:31][O:27]3)=[O:23])[CH:16]=2)[CH2:11][CH2:10]1, predict the reactants needed to synthesize it. The reactants are: [Cl:1][C:2]1[CH:7]=[CH:6][C:5]([Cl:8])=[CH:4][C:3]=1[CH:9]1[C:17]2[C:12](=[CH:13][CH:14]=[C:15]([C:18]3[CH:19]=[C:20]([CH:24]=[CH:25][CH:26]=3)[C:21]([OH:23])=O)[CH:16]=2)[CH2:11][CH2:10]1.[O:27]1[CH2:31][CH2:30][CH2:29][CH:28]1[CH2:32][NH2:33].